This data is from Full USPTO retrosynthesis dataset with 1.9M reactions from patents (1976-2016). The task is: Predict the reactants needed to synthesize the given product. (1) Given the product [NH2:1][C:2]1[N:10]=[C:9]([Cl:11])[CH:8]=[CH:7][C:3]=1[C:4]([NH:59][CH2:58][C:56]1[S:57][C:53]([O:46][C:47]2[CH:48]=[CH:49][CH:50]=[CH:51][CH:52]=2)=[CH:54][CH:55]=1)=[O:6], predict the reactants needed to synthesize it. The reactants are: [NH2:1][C:2]1[N:10]=[C:9]([Cl:11])[CH:8]=[CH:7][C:3]=1[C:4]([OH:6])=O.C(N(CC)CC)C.F[P-](F)(F)(F)(F)F.N1(O[P+](N(C)C)(N(C)C)N(C)C)C2C=CC=CC=2N=N1.[O:46]([C:53]1[S:57][C:56]([CH2:58][NH2:59])=[CH:55][CH:54]=1)[C:47]1[CH:52]=[CH:51][CH:50]=[CH:49][CH:48]=1. (2) The reactants are: [F:1][C:2]1[CH:3]=[CH:4][C:5]2[N:10]([CH2:11][CH2:12][CH2:13][NH:14][C:15]3[CH:20]=[CH:19][C:18]([CH2:21][C@H:22]([O:28][CH3:29])[C:23]([O:25]CC)=[O:24])=[CH:17][CH:16]=3)[CH2:9][CH2:8][O:7][C:6]=2[CH:30]=1.O.[OH-].[Li+]. Given the product [F:1][C:2]1[CH:3]=[CH:4][C:5]2[N:10]([CH2:11][CH2:12][CH2:13][NH:14][C:15]3[CH:20]=[CH:19][C:18]([CH2:21][C@H:22]([O:28][CH3:29])[C:23]([OH:25])=[O:24])=[CH:17][CH:16]=3)[CH2:9][CH2:8][O:7][C:6]=2[CH:30]=1, predict the reactants needed to synthesize it.